Dataset: Forward reaction prediction with 1.9M reactions from USPTO patents (1976-2016). Task: Predict the product of the given reaction. (1) Given the reactants [CH2:1](/[C:3](/[CH:10]([OH:12])[CH3:11])=[C:4](/[CH2:8][CH3:9])\[C:5]([NH2:7])=[O:6])[CH3:2].N1C=CC=CC=1.C1COCC1.[Cl:24][CH2:25][C:26](Cl)=[O:27], predict the reaction product. The product is: [CH2:1](/[C:3](/[CH:10]([O:12][C:26](=[O:27])[CH2:25][Cl:24])[CH3:11])=[C:4](/[CH2:8][CH3:9])\[C:5]([NH2:7])=[O:6])[CH3:2]. (2) Given the reactants [CH2:1]=[C:2]1[CH2:5][CH:4]([C:6](=O)[CH3:7])[CH2:3]1.[CH3:9][C:10]([S@:13]([NH2:15])=[O:14])([CH3:12])[CH3:11].[BH4-].[Na+], predict the reaction product. The product is: [CH3:9][C:10]([S:13]([NH:15][CH:6]([CH:4]1[CH2:5][C:2](=[CH2:1])[CH2:3]1)[CH3:7])=[O:14])([CH3:12])[CH3:11]. (3) Given the reactants [N:1]1([C:6](Cl)=[O:7])[CH2:5][CH2:4][CH2:3][CH2:2]1.[CH:9]1([CH2:12][CH2:13][NH:14][C:15]([C:17]2[N:18]=[N:19][C:20]([N:23]3[CH2:28][CH2:27][NH:26][CH2:25][CH2:24]3)=[CH:21][CH:22]=2)=[O:16])[CH2:11][CH2:10]1, predict the reaction product. The product is: [CH:9]1([CH2:12][CH2:13][NH:14][C:15]([C:17]2[N:18]=[N:19][C:20]([N:23]3[CH2:28][CH2:27][N:26]([C:6]([N:1]4[CH2:5][CH2:4][CH2:3][CH2:2]4)=[O:7])[CH2:25][CH2:24]3)=[CH:21][CH:22]=2)=[O:16])[CH2:11][CH2:10]1. (4) The product is: [C@H:1]1([N:13]2[CH2:18][CH2:17][CH:16]([N:19]3[C:20]4[CH:25]=[CH:24][CH:23]=[CH:22][C:21]=4[N:26]([CH2:27][C:28]([NH:30][CH3:31])=[O:29])[C:38]3=[O:39])[CH2:15][CH2:14]2)[C:11]2=[C:12]3[C:7](=[CH:8][CH:9]=[CH:10]2)[CH:6]=[CH:5][CH:4]=[C:3]3[CH2:2]1. Given the reactants [C@H:1]1([N:13]2[CH2:18][CH2:17][CH:16]([NH:19][C:20]3[CH:25]=[CH:24][CH:23]=[CH:22][C:21]=3[NH:26][CH2:27][C:28]([NH:30][CH3:31])=[O:29])[CH2:15][CH2:14]2)[C:11]2=[C:12]3[C:7](=[CH:8][CH:9]=[CH:10]2)[CH:6]=[CH:5][CH:4]=[C:3]3[CH2:2]1.CN1C=CN=C1.[C:38](OC(OC(C)(C)C)=O)(OC(C)(C)C)=[O:39], predict the reaction product. (5) Given the reactants FC(F)(F)[C:3]([C:5]1[C:13]2[C:8](=[C:9]([F:19])[CH:10]=[CH:11][C:12]=2[O:14][C:15]([F:18])([F:17])[F:16])[NH:7][CH:6]=1)=[O:4].[OH2:22], predict the reaction product. The product is: [F:19][C:9]1[CH:10]=[CH:11][C:12]([O:14][C:15]([F:18])([F:17])[F:16])=[C:13]2[C:8]=1[NH:7][CH:6]=[C:5]2[C:3]([OH:4])=[O:22].